From a dataset of Catalyst prediction with 721,799 reactions and 888 catalyst types from USPTO. Predict which catalyst facilitates the given reaction. (1) Reactant: [CH3:1][N:2]([C:10]1[N:15]=[CH:14][C:13]2[N:16]=[CH:17][N:18]([CH3:19])[C:12]=2[CH:11]=1)C(=O)OC(C)(C)C.Cl.O1CCOCC1. Product: [CH3:1][NH:2][C:10]1[N:15]=[CH:14][C:13]2[N:16]=[CH:17][N:18]([CH3:19])[C:12]=2[CH:11]=1. The catalyst class is: 5. (2) Reactant: [CH:1]([O:4][C:5]1[CH:10]=[CH:9][C:8]([N:11]2[C:16](=[O:17])[C:15]([CH2:18][C:19]3[CH:24]=[CH:23][C:22]([C:25]4[CH:30]=[CH:29][CH:28]=[CH:27][C:26]=4[C:31]4[NH:35][C:34](=[O:36])[O:33][N:32]=4)=[CH:21][CH:20]=3)=[C:14]([CH2:37][CH2:38][CH3:39])[N:13]=[C:12]2[CH3:40])=[CH:7][CH:6]=1)([CH3:3])[CH3:2].[BrH:41].C(O)C. Product: [BrH:41].[CH:1]([O:4][C:5]1[CH:10]=[CH:9][C:8]([N:11]2[C:16](=[O:17])[C:15]([CH2:18][C:19]3[CH:24]=[CH:23][C:22]([C:25]4[CH:30]=[CH:29][CH:28]=[CH:27][C:26]=4[C:31]4[NH:35][C:34](=[O:36])[O:33][N:32]=4)=[CH:21][CH:20]=3)=[C:14]([CH2:37][CH2:38][CH3:39])[N:13]=[C:12]2[CH3:40])=[CH:7][CH:6]=1)([CH3:3])[CH3:2]. The catalyst class is: 13.